This data is from Reaction yield outcomes from USPTO patents with 853,638 reactions. The task is: Predict the reaction yield, written as a fraction of the theoretical maximum amount of product (1.0 means a 100% yield; for example, 0.34 means a 34% yield). (1) The reactants are [Br:1][C:2]1[CH:37]=[CH:36][C:5]([CH2:6][N:7]2[C:11](=[O:12])[N:10]([CH2:13][CH3:14])[C:9]([CH2:15][CH2:16][CH2:17][C:18]3[CH:23]=[CH:22][C:21]([C:24]4[CH:29]=[CH:28][CH:27]=[C:26]([CH2:30][C:31]([O:33]CC)=[O:32])[CH:25]=4)=[CH:20][CH:19]=3)=[N:8]2)=[CH:4][CH:3]=1.O.[Li+].[OH-]. The catalyst is C1COCC1.CO. The product is [Br:1][C:2]1[CH:3]=[CH:4][C:5]([CH2:6][N:7]2[C:11](=[O:12])[N:10]([CH2:13][CH3:14])[C:9]([CH2:15][CH2:16][CH2:17][C:18]3[CH:23]=[CH:22][C:21]([C:24]4[CH:29]=[CH:28][CH:27]=[C:26]([CH2:30][C:31]([OH:33])=[O:32])[CH:25]=4)=[CH:20][CH:19]=3)=[N:8]2)=[CH:36][CH:37]=1. The yield is 0.150. (2) The reactants are [I-:1].[NH:2]1[CH:6]=[CH:5][CH:4]=[C:3]1[CH2:7][N+](C)(C)C.[C:12]1([P:18]([C:25]2C=CC=CC=2)[C:19]2C=CC=CC=2)C=CC=CC=1. The catalyst is C(#N)C. The product is [I-:1].[NH:2]1[CH:6]=[CH:5][CH:4]=[C:3]1[CH2:7][P+:18]([CH3:25])([CH3:19])[CH3:12]. The yield is 0.920. (3) The reactants are CC(OC(/N=N/C(OC(C)C)=O)=O)C.C1(P(C2C=CC=CC=2)C2C=CC=CC=2)C=CC=CC=1.[O:34]1[CH2:39][CH2:38][CH:37]([OH:40])[CH2:36][CH2:35]1.[F:41][C:42]1[CH:47]=[C:46](O)[CH:45]=[C:44]([F:49])[C:43]=1[C:50]1[N:55]=[C:54]([C:56]([O:58][CH3:59])=[O:57])[CH:53]=[CH:52][C:51]=1[F:60]. The catalyst is C1COCC1. The product is [F:41][C:42]1[CH:47]=[C:46]([O:40][CH:37]2[CH2:38][CH2:39][O:34][CH2:35][CH2:36]2)[CH:45]=[C:44]([F:49])[C:43]=1[C:50]1[N:55]=[C:54]([C:56]([O:58][CH3:59])=[O:57])[CH:53]=[CH:52][C:51]=1[F:60]. The yield is 0.770. (4) The reactants are Cl[C:2]([O:4][CH2:5][C:6]1[CH:11]=[CH:10][CH:9]=[CH:8][CH:7]=1)=[O:3].[N+:12]([C:15]1[CH:20]=[CH:19][C:18]([S:21]([NH:24][CH:25]2[CH2:30][CH2:29][NH:28][CH2:27][CH2:26]2)(=[O:23])=[O:22])=[CH:17][CH:16]=1)([O-:14])=[O:13].C(N(C(C)C)CC)(C)C. The catalyst is C1COCC1.C(OCC)(=O)C. The product is [CH2:5]([O:4][C:2]([N:28]1[CH2:29][CH2:30][CH:25]([NH:24][S:21]([C:18]2[CH:17]=[CH:16][C:15]([N+:12]([O-:14])=[O:13])=[CH:20][CH:19]=2)(=[O:23])=[O:22])[CH2:26][CH2:27]1)=[O:3])[C:6]1[CH:11]=[CH:10][CH:9]=[CH:8][CH:7]=1. The yield is 0.480.